Dataset: Full USPTO retrosynthesis dataset with 1.9M reactions from patents (1976-2016). Task: Predict the reactants needed to synthesize the given product. (1) Given the product [F:56][C:57]1[CH:62]=[CH:61][C:60]([F:63])=[CH:59][C:58]=1[C:64]1[CH2:68][N:67]([C:13]([C@@H:9]([NH2:8])[CH:10]([CH3:12])[CH3:11])=[O:14])[CH:66]([C:69]2[CH:74]=[CH:73][CH:72]=[CH:71][CH:70]=2)[CH:65]=1, predict the reactants needed to synthesize it. The reactants are: C(OC([NH:8][C@H:9]([C:13](O)=[O:14])[CH:10]([CH3:12])[CH3:11])=O)(C)(C)C.C1CN([P+](ON2N=NC3C=CC=CC2=3)(N2CCCC2)N2CCCC2)CC1.F[P-](F)(F)(F)(F)F.C(N(CC)CC)C.[F:56][C:57]1[CH:62]=[CH:61][C:60]([F:63])=[CH:59][C:58]=1[C:64]1[CH2:68][NH:67][CH:66]([C:69]2[CH:74]=[CH:73][CH:72]=[CH:71][CH:70]=2)[CH:65]=1. (2) Given the product [CH:34]1([CH2:37][C:38]([C:2]2[CH:7]=[CH:6][C:5]([OH:8])=[CH:4][C:3]=2[OH:16])=[O:39])[CH2:36][CH2:35]1, predict the reactants needed to synthesize it. The reactants are: Br[C:2]1[CH:7]=[CH:6][C:5]([O:8][Si](C(C)(C)C)(C)C)=[CH:4][C:3]=1[O:16][Si](C(C)(C)C)(C)C.C([Li])(C)(C)C.CCCCC.[CH:34]1([CH2:37][C:38](N(OC)C)=[O:39])[CH2:36][CH2:35]1.[F-].C([N+](CCCC)(CCCC)CCCC)CCC.O1CCCC1.Cl.